Dataset: Reaction yield outcomes from USPTO patents with 853,638 reactions. Task: Predict the reaction yield, written as a fraction of the theoretical maximum amount of product (1.0 means a 100% yield; for example, 0.34 means a 34% yield). (1) The reactants are [BH4-].[Na+].[F:3][C:4]1([F:52])[CH2:12][C:11]2[N:10]3[CH2:13][CH2:14][N:15]([C:18]4[N:25]=[CH:24][CH:23]=[C:22]([C:26]5[CH:31]=[C:30]([NH:32][C:33]6[CH:38]=[CH:37][C:36]([N:39]7[CH2:44][CH2:43][N:42]([CH:45]8[CH2:48][O:47][CH2:46]8)[CH2:41][C@@H:40]7[CH3:49])=[CH:35][N:34]=6)[C:29](=[O:50])[N:28]([CH3:51])[CH:27]=5)[C:19]=4[CH:20]=[O:21])[C:16](=[O:17])[C:9]3=[CH:8][C:7]=2[CH2:6][CH2:5]1. No catalyst specified. The product is [F:52][C:4]1([F:3])[CH2:12][C:11]2[N:10]3[CH2:13][CH2:14][N:15]([C:18]4[C:19]([CH2:20][OH:21])=[C:22]([C:26]5[CH:31]=[C:30]([NH:32][C:33]6[CH:38]=[CH:37][C:36]([N:39]7[CH2:44][CH2:43][N:42]([CH:45]8[CH2:48][O:47][CH2:46]8)[CH2:41][C@@H:40]7[CH3:49])=[CH:35][N:34]=6)[C:29](=[O:50])[N:28]([CH3:51])[CH:27]=5)[CH:23]=[CH:24][N:25]=4)[C:16](=[O:17])[C:9]3=[CH:8][C:7]=2[CH2:6][CH2:5]1. The yield is 0.510. (2) The reactants are Cl[C:2]1[C:7]([O:8][CH2:9][CH2:10][O:11]C2CCCCO2)=[CH:6][CH:5]=[CH:4][N:3]=1.[NH2:18][CH2:19][CH2:20][OH:21].CC(C)([O-])C.[K+].C(O)(C)(C)C.[C:33](O[C:33]([O:35][C:36]([CH3:39])([CH3:38])[CH3:37])=[O:34])([O:35][C:36]([CH3:39])([CH3:38])[CH3:37])=[O:34]. The catalyst is C1(C)C=CC=CC=1. The product is [OH:11][CH2:10][CH2:9][O:8][C:7]1[C:2]([O:21][CH2:20][CH2:19][NH:18][C:33](=[O:34])[O:35][C:36]([CH3:39])([CH3:38])[CH3:37])=[N:3][CH:4]=[CH:5][CH:6]=1. The yield is 0.460. (3) The reactants are Br[C:2]1[CH:7]=[CH:6][C:5]([C:8]([CH3:14])([CH3:13])[C:9]([O:11][CH3:12])=[O:10])=[CH:4][CH:3]=1.[B:15]1([B:15]2[O:19][C:18]([CH3:21])([CH3:20])[C:17]([CH3:23])([CH3:22])[O:16]2)[O:19][C:18]([CH3:21])([CH3:20])[C:17]([CH3:23])([CH3:22])[O:16]1.CC([O-])=O.[K+].CCOC(C)=O. The catalyst is O1CCOCC1.[Cl-].[Na+].O.C1C=CC(P(C2C=CC=CC=2)[C-]2C=CC=C2)=CC=1.C1C=CC(P(C2C=CC=CC=2)[C-]2C=CC=C2)=CC=1.Cl[Pd]Cl.[Fe+2]. The product is [CH3:13][C:8]([C:5]1[CH:6]=[CH:7][C:2]([B:15]2[O:19][C:18]([CH3:21])([CH3:20])[C:17]([CH3:23])([CH3:22])[O:16]2)=[CH:3][CH:4]=1)([CH3:14])[C:9]([O:11][CH3:12])=[O:10]. The yield is 0.590. (4) The reactants are [O:1]1[CH2:6][CH2:5][CH2:4][CH2:3][CH:2]1[CH2:7][OH:8].F[C:10]1[CH:11]=[C:12]([CH3:19])[CH:13]=[CH:14][C:15]=1[N+:16]([O-:18])=[O:17].[CH3:20][C:21]1[CH:27]=[CH:26][C:24]([NH2:25])=[C:23]([O:28][CH2:29][CH:30]2[CH2:35][CH2:34][CH2:33][CH2:32][O:31]2)[CH:22]=1.[NH2:36][C:37]1[S:38][CH:39]=[CH:40][N:41]=1. No catalyst specified. The product is [N+:16]([C:15]1[CH:14]=[CH:13][C:12]([CH3:19])=[CH:11][C:10]=1[O:8][CH2:7][CH:2]1[CH2:3][CH2:4][CH2:5][CH2:6][O:1]1)([O-:18])=[O:17].[CH3:20][C:21]1[CH:27]=[CH:26][C:24]([NH:25][C:7]([NH:36][C:37]2[S:38][CH:39]=[CH:40][N:41]=2)=[O:8])=[C:23]([O:28][CH2:29][CH:30]2[CH2:35][CH2:34][CH2:33][CH2:32][O:31]2)[CH:22]=1. The yield is 0.640. (5) The reactants are [CH3:1][C:2]1[CH:7]=[CH:6][C:5]([S:8](Cl)(=[O:10])=[O:9])=[CH:4][CH:3]=1.CCN(CC)CC.[F:19][C:20]([F:24])([F:23])[CH2:21][OH:22].O. The catalyst is C(Cl)Cl. The product is [CH3:1][C:2]1[CH:7]=[CH:6][C:5]([S:8]([O:22][CH2:21][C:20]([F:24])([F:23])[F:19])(=[O:10])=[O:9])=[CH:4][CH:3]=1. The yield is 0.930. (6) The reactants are Cl[C:2]1[N:7]=[C:6]([NH:8][C:9]2[CH:19]=[CH:18][CH:17]=[CH:16][C:10]=2[C:11]([N:13]([CH3:15])[CH3:14])=[O:12])[C:5]([Cl:20])=[CH:4][N:3]=1.[CH3:21][N:22]1[CH2:27][CH2:26][N:25]([CH2:28][C:29]2[CH:35]=[CH:34][C:32]([NH2:33])=[CH:31][CH:30]=2)[CH2:24][CH2:23]1. The catalyst is C(Cl)Cl.CO. The yield is 0.320. The product is [Cl:20][C:5]1[C:6]([NH:8][C:9]2[CH:19]=[CH:18][CH:17]=[CH:16][C:10]=2[C:11]([N:13]([CH3:15])[CH3:14])=[O:12])=[N:7][C:2]([NH:33][C:32]2[CH:31]=[CH:30][C:29]([CH2:28][N:25]3[CH2:24][CH2:23][N:22]([CH3:21])[CH2:27][CH2:26]3)=[CH:35][CH:34]=2)=[N:3][CH:4]=1. (7) The reactants are CC1(C)CCCC(C)(C)N1.C([Li])CCC.[Cl:16][C:17]1[CH:22]=[CH:21][C:20]([N:23]2[CH:27]=[CH:26][CH:25]=[N:24]2)=[CH:19][CH:18]=1.[CH2:28]([Sn:32](Cl)([CH2:37][CH2:38][CH2:39][CH3:40])[CH2:33][CH2:34][CH2:35][CH3:36])[CH2:29][CH2:30][CH3:31]. The catalyst is C1COCC1. The product is [Cl:16][C:17]1[CH:18]=[CH:19][C:20]([N:23]2[C:27]([Sn:32]([CH2:33][CH2:34][CH2:35][CH3:36])([CH2:37][CH2:38][CH2:39][CH3:40])[CH2:28][CH2:29][CH2:30][CH3:31])=[CH:26][CH:25]=[N:24]2)=[CH:21][CH:22]=1. The yield is 0.400. (8) The reactants are [C:1]1([Mg]Br)[CH:6]=[CH:5][CH:4]=[CH:3][CH:2]=1.[CH3:9][O:10][C:11]1[CH:16]=[CH:15][C:14]([CH:17]([O:20][Si:21]([CH3:24])([CH3:23])[CH3:22])[C:18]#N)=[CH:13][CH:12]=1.C([O:27]CC)C. No catalyst specified. The product is [CH3:9][O:10][C:11]1[CH:16]=[CH:15][C:14]([CH:17]([O:20][Si:21]([CH3:24])([CH3:23])[CH3:22])[C:18]([C:1]2[CH:6]=[CH:5][CH:4]=[CH:3][CH:2]=2)=[O:27])=[CH:13][CH:12]=1. The yield is 0.850. (9) The product is [CH3:35][N:36]1[C:42](=[O:43])[CH2:41][CH2:40][N:39]([CH2:6][CH2:7][O:8][C:9]2[CH:14]=[CH:13][C:12]([CH:15]3[CH2:16][CH2:17][N:18]([C:21]4[CH:22]=[CH:23][C:24]5[N:25]([C:27]([C:30]([F:32])([F:31])[F:33])=[N:28][N:29]=5)[N:26]=4)[CH2:19][CH2:20]3)=[CH:11][CH:10]=2)[CH2:38][CH2:37]1. The yield is 0.250. The catalyst is CC(N(C)C)=O. The reactants are CS(O[CH2:6][CH2:7][O:8][C:9]1[CH:14]=[CH:13][C:12]([CH:15]2[CH2:20][CH2:19][N:18]([C:21]3[CH:22]=[CH:23][C:24]4[N:25]([C:27]([C:30]([F:33])([F:32])[F:31])=[N:28][N:29]=4)[N:26]=3)[CH2:17][CH2:16]2)=[CH:11][CH:10]=1)(=O)=O.Cl.[CH3:35][N:36]1[C:42](=[O:43])[CH2:41][CH2:40][NH:39][CH2:38][CH2:37]1.CCN(C(C)C)C(C)C.[I-].[Na+]. (10) The reactants are [C:1](OCC)(OCC)(OCC)C.ClC1C(Cl)=CC(N)=C(N)C=1.C1(C)C=CC(S(O)(=O)=O)=CC=1.[Cl:33][C:34]1[C:43]([Cl:44])=[CH:42][C:37]2[N:38]=[C:39]([CH3:41])[NH:40][C:36]=2[CH:35]=1.[OH-].[K+].IC. The catalyst is C1(C)C=CC=CC=1.CC(C)=O. The product is [Cl:44][C:43]1[C:34]([Cl:33])=[CH:35][C:36]2[N:40]([CH3:1])[C:39]([CH3:41])=[N:38][C:37]=2[CH:42]=1. The yield is 0.906.